From a dataset of Buchwald-Hartwig C-N cross coupling reaction yields with 55,370 reactions. Predict the reaction yield, written as a fraction of the theoretical maximum amount of product (1.0 means a 100% yield; for example, 0.34 means a 34% yield). (1) The reactants are FC(F)(F)c1ccc(I)cc1.Cc1ccc(N)cc1.O=S(=O)(O[Pd]1c2ccccc2-c2ccccc2N~1)C(F)(F)F.CC(C)c1cc(C(C)C)c(-c2ccccc2P(C2CCCCC2)C2CCCCC2)c(C(C)C)c1.CN1CCCN2CCCN=C12.c1ccc2oncc2c1. No catalyst specified. The product is Cc1ccc(Nc2ccc(C(F)(F)F)cc2)cc1. The yield is 0.403. (2) The reactants are Brc1ccccn1.Cc1ccc(N)cc1.O=S(=O)(O[Pd]1c2ccccc2-c2ccccc2N~1)C(F)(F)F.CC(C)c1cc(C(C)C)c(-c2ccccc2P(C2CCCCC2)C2CCCCC2)c(C(C)C)c1.CCN=P(N=P(N(C)C)(N(C)C)N(C)C)(N(C)C)N(C)C.CCOC(=O)c1cc(OC)no1. No catalyst specified. The product is Cc1ccc(Nc2ccccn2)cc1. The yield is 0.466. (3) The reactants are Brc1ccccn1.Cc1ccc(N)cc1.O=S(=O)(O[Pd]1c2ccccc2-c2ccccc2N~1)C(F)(F)F.CC(C)c1cc(C(C)C)c(-c2ccccc2P(C(C)(C)C)C(C)(C)C)c(C(C)C)c1.CN1CCCN2CCCN=C12.COC(=O)c1ccno1. No catalyst specified. The product is Cc1ccc(Nc2ccccn2)cc1. The yield is 0.819. (4) The reactants are Ic1ccccn1.Cc1ccc(N)cc1.O=S(=O)(O[Pd]1c2ccccc2-c2ccccc2N~1)C(F)(F)F.COc1ccc(OC)c(P([C@]23C[C@H]4C[C@H](C[C@H](C4)C2)C3)[C@]23C[C@H]4C[C@H](C[C@H](C4)C2)C3)c1-c1c(C(C)C)cc(C(C)C)cc1C(C)C.CN1CCCN2CCCN=C12.CCOC(=O)c1cnoc1. No catalyst specified. The product is Cc1ccc(Nc2ccccn2)cc1. The yield is 0.357.